Dataset: Catalyst prediction with 721,799 reactions and 888 catalyst types from USPTO. Task: Predict which catalyst facilitates the given reaction. (1) Reactant: [OH:1][CH2:2][C:3]1[CH:11]=[CH:10][C:6]([C:7]([OH:9])=O)=[CH:5][C:4]=1[C:12]([F:15])([F:14])[F:13].[NH2:16][C@H:17]1[C@H:22]2[C@@H:18]1[O:19][C:20]1[CH:26]=[CH:25][C:24]([O:27][C:28]3[CH:37]=[CH:36][N:35]=[C:34]4[C:29]=3[CH2:30][CH2:31][C:32](=[O:38])[NH:33]4)=[CH:23][C:21]=12.CN(C(ON1N=NC2C=CC=NC1=2)=[N+](C)C)C.F[P-](F)(F)(F)(F)F.CCN(C(C)C)C(C)C. Product: [OH:1][CH2:2][C:3]1[CH:11]=[CH:10][C:6]([C:7]([NH:16][C@H:17]2[C@H:22]3[C@@H:18]2[O:19][C:20]2[CH:26]=[CH:25][C:24]([O:27][C:28]4[C:29]5[CH2:30][CH2:31][C:32](=[O:38])[NH:33][C:34]=5[N:35]=[CH:36][CH:37]=4)=[CH:23][C:21]=23)=[O:9])=[CH:5][C:4]=1[C:12]([F:15])([F:14])[F:13]. The catalyst class is: 18. (2) Reactant: [N:1]1[C:10]2[C:5](=[CH:6][CH:7]=[CH:8][CH:9]=2)[CH:4]=[CH:3][C:2]=1[CH2:11][O:12][C:13]1[CH:18]=[CH:17][C:16]([NH2:19])=[CH:15][CH:14]=1.[N:20]([O-])=O.[Na+].[Sn](Cl)(Cl)(Cl)Cl. Product: [N:1]1[C:10]2[C:5](=[CH:6][CH:7]=[CH:8][CH:9]=2)[CH:4]=[CH:3][C:2]=1[CH2:11][O:12][C:13]1[CH:14]=[CH:15][C:16]([NH:19][NH2:20])=[CH:17][CH:18]=1. The catalyst class is: 33.